Dataset: Reaction yield outcomes from USPTO patents with 853,638 reactions. Task: Predict the reaction yield, written as a fraction of the theoretical maximum amount of product (1.0 means a 100% yield; for example, 0.34 means a 34% yield). (1) The reactants are [Br:1][C:2]1[CH:3]=[C:4]2[C:15](=O)[C:14]3[C:9](=[CH:10][CH:11]=[C:12]([I:17])[CH:13]=3)[O:8][C:5]2=[N:6][CH:7]=1.[I-].C[S+](C)C.C[C:24](C)([O-:26])C.[Li+].C[Si]([N:33]=[N+]=[N-])(C)C.[H-].[H-].[H-].[H-].[Li+].[Al+3].O.O.O.O.O.O.O.O.O.O.S([O-])([O-])(=O)=O.[Na+].[Na+]. The catalyst is CS(C)=O. The product is [NH2:33][C:15]1([CH2:24][OH:26])[C:4]2[C:5](=[N:6][CH:7]=[C:2]([Br:1])[CH:3]=2)[O:8][C:9]2[C:14]1=[CH:13][C:12]([I:17])=[CH:11][CH:10]=2. The yield is 0.408. (2) The reactants are Cl.[CH3:2][C:3]1[CH:21]=[CH:20][C:6]2[N:7]([CH:14]3[CH2:19][CH2:18][NH:17][CH2:16][CH2:15]3)[C:8]([C:10]([OH:13])([CH3:12])[CH3:11])=[N:9][C:5]=2[CH:4]=1.C(N(CC)C(C)C)(C)C.[C:31]([O:35][C:36]([NH:38][C:39]1[CH:40]=[C:41]2[C:45](=[CH:46][CH:47]=1)[CH2:44][CH:43]([C:48](O)=[O:49])[CH2:42]2)=[O:37])([CH3:34])([CH3:33])[CH3:32].CCN=C=NCCCN(C)C.C1C=CC2N(O)N=NC=2C=1. The catalyst is CN(C=O)C.O. The product is [C:31]([O:35][C:36](=[O:37])[NH:38][C:39]1[CH:40]=[C:41]2[C:45](=[CH:46][CH:47]=1)[CH2:44][CH:43]([C:48]([N:17]1[CH2:16][CH2:15][CH:14]([N:7]3[C:6]4[CH:20]=[CH:21][C:3]([CH3:2])=[CH:4][C:5]=4[N:9]=[C:8]3[C:10]([OH:13])([CH3:12])[CH3:11])[CH2:19][CH2:18]1)=[O:49])[CH2:42]2)([CH3:34])([CH3:32])[CH3:33]. The yield is 0.980. (3) The reactants are C([Si](C)(C)[O:6][CH2:7][CH2:8][N:9]([CH3:36])[C:10]1[N:17]=[C:16]([O:18][C:19]2[CH:24]=[CH:23][C:22]([B:25]3[O:29][C:28](C)(C)C(C)(C)[O:26]3)=[C:21](C=O)[CH:20]=2)[CH:15]=[CH:14][C:11]=1[C:12]#[N:13])(C)(C)C.[BH4-].[Na+].Cl. The catalyst is CO. The product is [OH:26][B:25]1[C:22]2[CH:23]=[CH:24][C:19]([O:18][C:16]3[CH:15]=[CH:14][C:11]([C:12]#[N:13])=[C:10]([N:9]([CH2:8][CH2:7][OH:6])[CH3:36])[N:17]=3)=[CH:20][C:21]=2[CH2:28][O:29]1. The yield is 0.250. (4) The reactants are [Cl:1][C:2]1[CH:7]=[CH:6][C:5]([C:8]2(O)[C:12]3[C:13]([CH3:33])=[C:14]([N:19]4[CH2:24][CH2:23][N:22]([C:25]5[CH:30]=[CH:29][C:28]([O:31][CH3:32])=[CH:27][CH:26]=5)[CH2:21][CH2:20]4)[C:15]([CH3:18])=[C:16]([CH3:17])[C:11]=3[O:10][C:9]2([CH3:35])[CH3:34])=[CH:4][CH:3]=1. The catalyst is C(O)C. The product is [Cl:1][C:2]1[CH:7]=[CH:6][C:5]([CH:8]2[C:12]3[C:13]([CH3:33])=[C:14]([N:19]4[CH2:24][CH2:23][N:22]([C:25]5[CH:26]=[CH:27][C:28]([O:31][CH3:32])=[CH:29][CH:30]=5)[CH2:21][CH2:20]4)[C:15]([CH3:18])=[C:16]([CH3:17])[C:11]=3[O:10][C:9]2([CH3:35])[CH3:34])=[CH:4][CH:3]=1. The yield is 0.620. (5) The reactants are [O:1]1[C:5]2([CH2:10][CH2:9][CH:8]([NH:11][C:12]3[NH:16][N:15]=[CH:14][CH:13]=3)[CH2:7][CH2:6]2)[O:4][CH2:3][CH2:2]1.N12CCCN=C1CCCCC2.[C:28]([C:30]1[CH:35]=[CH:34][CH:33]=[CH:32][C:31]=1[C:36]1[CH:41]=[CH:40][C:39]([CH2:42][CH:43]([C:49](=O)[CH2:50][CH2:51][CH3:52])[C:44](OCC)=[O:45])=[CH:38][C:37]=1[N+:54]([O-:56])=[O:55])#[N:29].C(OCC)(=O)C. The catalyst is CCN(C1C=CC=CC=1)CC.O. The product is [O:4]1[C:5]2([CH2:6][CH2:7][CH:8]([N:11]3[C:44](=[O:45])[C:43]([CH2:42][C:39]4[CH:40]=[CH:41][C:36]([C:31]5[C:30]([C:28]#[N:29])=[CH:35][CH:34]=[CH:33][CH:32]=5)=[C:37]([N+:54]([O-:56])=[O:55])[CH:38]=4)=[C:49]([CH2:50][CH2:51][CH3:52])[N:16]4[N:15]=[CH:14][CH:13]=[C:12]34)[CH2:9][CH2:10]2)[O:1][CH2:2][CH2:3]1. The yield is 0.870. (6) The reactants are Br[C:2]1[CH:7]=[CH:6][CH:5]=[C:4]([O:8][CH3:9])[N:3]=1.[Li]CCCC.B(OC)(OC)OC.Cl[C:23]1[C:29]2[CH:30]=[C:31]([Cl:34])[CH:32]=[CH:33][C:28]=2[N:27]([CH3:35])[C:26](=[O:36])[CH2:25][N:24]=1.[F-].[Cs+]. The catalyst is CCOCC.C1C=CC([P]([Pd]([P](C2C=CC=CC=2)(C2C=CC=CC=2)C2C=CC=CC=2)([P](C2C=CC=CC=2)(C2C=CC=CC=2)C2C=CC=CC=2)[P](C2C=CC=CC=2)(C2C=CC=CC=2)C2C=CC=CC=2)(C2C=CC=CC=2)C2C=CC=CC=2)=CC=1.C(Cl)Cl.O.COCCOC. The product is [Cl:34][C:31]1[CH:32]=[CH:33][C:28]2[N:27]([CH3:35])[C:26](=[O:36])[CH2:25][N:24]=[C:23]([C:2]3[CH:7]=[CH:6][CH:5]=[C:4]([O:8][CH3:9])[N:3]=3)[C:29]=2[CH:30]=1. The yield is 0.570. (7) The reactants are [C:1]([O:5][C:6]([N:8]1[CH2:26][CH2:25][CH2:24][C@:11]2([O:15][C:14](=[O:16])[N:13]([C:17]3[CH:18]=[N:19][C:20]([NH2:23])=[CH:21][CH:22]=3)[CH2:12]2)[CH2:10][CH2:9]1)=[O:7])([CH3:4])([CH3:3])[CH3:2].[CH3:27][N:28]([CH3:46])[C:29]([C:31]1[N:40]([CH:41]2[CH2:45][CH2:44][CH2:43][CH2:42]2)[C:34]2[N:35]=[C:36](Cl)[N:37]=[CH:38][C:33]=2[CH:32]=1)=[O:30]. No catalyst specified. The product is [C:1]([O:5][C:6]([N:8]1[CH2:26][CH2:25][CH2:24][C@:11]2([O:15][C:14](=[O:16])[N:13]([C:17]3[CH:18]=[N:19][C:20]([NH:23][C:36]4[N:37]=[CH:38][C:33]5[CH:32]=[C:31]([C:29](=[O:30])[N:28]([CH3:27])[CH3:46])[N:40]([CH:41]6[CH2:45][CH2:44][CH2:43][CH2:42]6)[C:34]=5[N:35]=4)=[CH:21][CH:22]=3)[CH2:12]2)[CH2:10][CH2:9]1)=[O:7])([CH3:4])([CH3:2])[CH3:3]. The yield is 0.350.